Dataset: Full USPTO retrosynthesis dataset with 1.9M reactions from patents (1976-2016). Task: Predict the reactants needed to synthesize the given product. (1) Given the product [Br:22][CH2:23][C:24]([C:19]1[C:14]([Br:13])=[CH:15][C:16]([Br:21])=[CH:17][C:18]=1[Br:20])=[O:25], predict the reactants needed to synthesize it. The reactants are: BrC1SC(Cl)=C(Cl)C=1C(=O)CCl.[Br:13][C:14]1[CH:19]=[C:18]([Br:20])[CH:17]=[C:16]([Br:21])[CH:15]=1.[Br:22][CH2:23][C:24](Br)=[O:25]. (2) Given the product [N:18]1[N:19]([C:23]2[CH:24]=[C:25]3[C:29](=[CH:30][CH:31]=2)[C@H:28]([N:3]2[CH2:4][C:5]4([CH2:6][CH2:7][N:8]([C:11]([O:13][C:14]([CH3:17])([CH3:16])[CH3:15])=[O:12])[CH2:9][CH2:10]4)[CH2:2]2)[CH2:27][CH2:26]3)[N:20]=[CH:21][CH:22]=1, predict the reactants needed to synthesize it. The reactants are: Cl.[CH2:2]1[C:5]2([CH2:10][CH2:9][N:8]([C:11]([O:13][C:14]([CH3:17])([CH3:16])[CH3:15])=[O:12])[CH2:7][CH2:6]2)[CH2:4][NH:3]1.[N:18]1[N:19]([C:23]2[CH:24]=[C:25]3[C:29](=[CH:30][CH:31]=2)[C:28](=O)[CH2:27][CH2:26]3)[N:20]=[CH:21][CH:22]=1.C(N(CC)CC)C.C(O[BH-](OC(=O)C)OC(=O)C)(=O)C.[Na+]. (3) Given the product [CH2:18]([N:25]([CH2:16][C:14]1[O:15][C:11]([C:5]2[CH:4]=[C:3]([CH2:1][CH3:2])[C:8](=[O:9])[NH:7][C:6]=2[CH3:10])=[CH:12][CH:13]=1)[CH3:26])[C:19]1[CH:24]=[CH:23][CH:22]=[CH:21][CH:20]=1, predict the reactants needed to synthesize it. The reactants are: [CH2:1]([C:3]1[C:8](=[O:9])[NH:7][C:6]([CH3:10])=[C:5]([C:11]2[O:15][C:14]([CH:16]=O)=[CH:13][CH:12]=2)[CH:4]=1)[CH3:2].[CH2:18]([NH:25][CH3:26])[C:19]1[CH:24]=[CH:23][CH:22]=[CH:21][CH:20]=1. (4) Given the product [Si:21]([O:28][CH2:29][C:30]([CH3:44])([CH3:43])[CH2:31][C:32]1[CH:38]=[CH:37][C:35]([NH:36][C:18](=[O:19])[CH2:17][C:4]2[CH:5]=[CH:6][C:7]([B:8]3[O:12][C:11]([CH3:13])([CH3:14])[C:10]([CH3:16])([CH3:15])[O:9]3)=[C:2]([F:1])[CH:3]=2)=[CH:34][C:33]=1[C:39]([F:40])([F:41])[F:42])([C:24]([CH3:27])([CH3:26])[CH3:25])([CH3:23])[CH3:22], predict the reactants needed to synthesize it. The reactants are: [F:1][C:2]1[CH:3]=[C:4]([CH2:17][C:18](O)=[O:19])[CH:5]=[CH:6][C:7]=1[B:8]1[O:12][C:11]([CH3:14])([CH3:13])[C:10]([CH3:16])([CH3:15])[O:9]1.[Si:21]([O:28][CH2:29][C:30]([CH3:44])([CH3:43])[CH2:31][C:32]1[CH:38]=[CH:37][C:35]([NH2:36])=[CH:34][C:33]=1[C:39]([F:42])([F:41])[F:40])([C:24]([CH3:27])([CH3:26])[CH3:25])([CH3:23])[CH3:22].CCN(C(C)C)C(C)C.CN(C(ON1N=NC2C=CC=NC1=2)=[N+](C)C)C.F[P-](F)(F)(F)(F)F. (5) Given the product [ClH:46].[NH2:22][C:18]1([C:15]2[CH:14]=[CH:13][C:12]([C:10]3[O:11][C:5]4[N:4]=[C:3]([NH:36][CH2:37][C:38]([NH:40][CH3:41])=[O:39])[N:2]([CH3:1])[C:7](=[O:8])[C:6]=4[C:9]=3[C:30]3[CH:31]=[CH:32][CH:33]=[CH:34][CH:35]=3)=[CH:17][CH:16]=2)[CH2:19][CH2:20][CH2:21]1, predict the reactants needed to synthesize it. The reactants are: [CH3:1][N:2]1[C:7](=[O:8])[C:6]2[C:9]([C:30]3[CH:35]=[CH:34][CH:33]=[CH:32][CH:31]=3)=[C:10]([C:12]3[CH:17]=[CH:16][C:15]([C:18]4([NH:22]C(=O)OC(C)(C)C)[CH2:21][CH2:20][CH2:19]4)=[CH:14][CH:13]=3)[O:11][C:5]=2[N:4]=[C:3]1[NH:36][CH2:37][C:38]([NH:40][CH3:41])=[O:39].Cl.C([Cl:46])(=O)C.CO.